This data is from NCI-60 drug combinations with 297,098 pairs across 59 cell lines. The task is: Regression. Given two drug SMILES strings and cell line genomic features, predict the synergy score measuring deviation from expected non-interaction effect. (1) Drug 1: C1=CN(C=N1)CC(O)(P(=O)(O)O)P(=O)(O)O. Drug 2: CC1C(C(CC(O1)OC2CC(OC(C2O)C)OC3=CC4=CC5=C(C(=O)C(C(C5)C(C(=O)C(C(C)O)O)OC)OC6CC(C(C(O6)C)O)OC7CC(C(C(O7)C)O)OC8CC(C(C(O8)C)O)(C)O)C(=C4C(=C3C)O)O)O)O. Cell line: SF-268. Synergy scores: CSS=8.37, Synergy_ZIP=-0.398, Synergy_Bliss=-1.78, Synergy_Loewe=-27.6, Synergy_HSA=-2.66. (2) Drug 1: CCC1=CC2CC(C3=C(CN(C2)C1)C4=CC=CC=C4N3)(C5=C(C=C6C(=C5)C78CCN9C7C(C=CC9)(C(C(C8N6C)(C(=O)OC)O)OC(=O)C)CC)OC)C(=O)OC.C(C(C(=O)O)O)(C(=O)O)O. Drug 2: CC1=C2C(C(=O)C3(C(CC4C(C3C(C(C2(C)C)(CC1OC(=O)C(C(C5=CC=CC=C5)NC(=O)OC(C)(C)C)O)O)OC(=O)C6=CC=CC=C6)(CO4)OC(=O)C)O)C)O. Cell line: NCI/ADR-RES. Synergy scores: CSS=1.50, Synergy_ZIP=0.307, Synergy_Bliss=0.975, Synergy_Loewe=-0.0803, Synergy_HSA=-0.0804.